From a dataset of Full USPTO retrosynthesis dataset with 1.9M reactions from patents (1976-2016). Predict the reactants needed to synthesize the given product. (1) The reactants are: [C:1]([C:3]1[C:22](/[N:23]=[CH:24]/[N:25]([CH3:27])[CH3:26])=[CH:21][C:6]([O:7][CH2:8][C@H:9]2[CH2:13][CH2:12][CH2:11][N:10]2C(OC(C)(C)C)=O)=[C:5]([O:28][CH3:29])[CH:4]=1)#[N:2].ClCCl.FC(F)(F)C(O)=O. Given the product [NH3:2].[C:1]([C:3]1[CH:4]=[C:5]([O:28][CH3:29])[C:6]([O:7][CH2:8][C@H:9]2[CH2:13][CH2:12][CH2:11][NH:10]2)=[CH:21][C:22]=1[N:23]=[CH:24][N:25]([CH3:26])[CH3:27])#[N:2], predict the reactants needed to synthesize it. (2) Given the product [C:1]([O:5][C:6]([N:8]1[CH2:13][CH2:12][CH:11]([CH:14]2[C:27]3[CH:26]=[CH:25][C:24]([C:48]#[N:49])=[CH:23][C:22]=3[O:21][C:20]3[C:15]2=[CH:16][CH:17]=[CH:18][C:19]=3[O:29][CH3:30])[CH2:10][CH2:9]1)=[O:7])([CH3:4])([CH3:3])[CH3:2], predict the reactants needed to synthesize it. The reactants are: [C:1]([O:5][C:6]([N:8]1[CH2:13][CH2:12][CH:11]([CH:14]2[C:27]3[CH:26]=[CH:25][C:24](Br)=[CH:23][C:22]=3[O:21][C:20]3[C:15]2=[CH:16][CH:17]=[CH:18][C:19]=3[O:29][CH3:30])[CH2:10][CH2:9]1)=[O:7])([CH3:4])([CH3:3])[CH3:2].BrC1C=CC2C(C3CC[N:49](C(=O)C(F)(F)F)[CH2:48]C3)C3C(OC=2C=1)=CC=CC=3. (3) Given the product [Cl:28][C:24]1[CH:23]=[C:22]([NH:21][C:1](=[O:2])[O:3][C:4]([CH3:7])([CH3:6])[CH3:5])[CH:27]=[CH:26][N:25]=1, predict the reactants needed to synthesize it. The reactants are: [C:1](OC([O-])=O)([O:3][C:4]([CH3:7])([CH3:6])[CH3:5])=[O:2].CN(C1C=CC=CN=1)C.[NH2:21][C:22]1[CH:27]=[CH:26][N:25]=[C:24]([Cl:28])[CH:23]=1.C(N(CC)CC)C. (4) Given the product [CH3:40][N:41]([CH3:49])[CH2:42]/[CH:43]=[CH:26]/[C:25]([NH:24][C:21]1[CH:22]=[C:23]2[C:18](=[CH:19][C:20]=1[O:36][CH3:37])[N:17]=[CH:16][N:15]=[C:14]2[NH:13][C:10]1[CH:9]=[CH:8][C:7]([O:6][C:5]2[CH:4]=[CH:3][C:2]([F:1])=[CH:39][CH:38]=2)=[CH:12][CH:11]=1)=[O:35], predict the reactants needed to synthesize it. The reactants are: [F:1][C:2]1[CH:39]=[CH:38][C:5]([O:6][C:7]2[CH:12]=[CH:11][C:10]([NH:13][C:14]3[C:23]4[C:18](=[CH:19][C:20]([O:36][CH3:37])=[C:21]([NH:24][C:25](=[O:35])[CH2:26]P(=O)(OCC)OCC)[CH:22]=4)[N:17]=[CH:16][N:15]=3)=[CH:9][CH:8]=2)=[CH:4][CH:3]=1.[CH3:40][N:41]([CH3:49])[CH2:42][CH:43](O)S([O-])(=O)=O.[Na+].[Li+].[Cl-].C(O[K])(C)(C)C. (5) Given the product [C:26]([C:30]1[CH:31]=[C:32]([NH:71][S:72]([CH3:75])(=[O:74])=[O:73])[C:33]([O:69][CH3:70])=[C:34]([NH:36][C:37](=[O:68])[NH:38][C:39]2[C:48]3[C:43](=[CH:44][CH:45]=[CH:46][CH:47]=3)[C:42]([O:49][C:50]3[CH:55]=[CH:54][N:53]=[C:52]([NH:56][C:57]4[CH:65]=[CH:64][C:60]([C:61]([NH:76][CH2:77][CH2:78][N+:79]5([O-:85])[CH2:84][CH2:83][O:82][CH2:81][CH2:80]5)=[O:62])=[C:59]([O:66][CH3:67])[CH:58]=4)[CH:51]=3)=[CH:41][CH:40]=2)[CH:35]=1)([CH3:27])([CH3:29])[CH3:28], predict the reactants needed to synthesize it. The reactants are: CN(C(ON1N=NC2C=CC=NC1=2)=[N+](C)C)C.F[P-](F)(F)(F)(F)F.Cl.[C:26]([C:30]1[CH:31]=[C:32]([NH:71][S:72]([CH3:75])(=[O:74])=[O:73])[C:33]([O:69][CH3:70])=[C:34]([NH:36][C:37](=[O:68])[NH:38][C:39]2[C:48]3[C:43](=[CH:44][CH:45]=[CH:46][CH:47]=3)[C:42]([O:49][C:50]3[CH:55]=[CH:54][N:53]=[C:52]([NH:56][C:57]4[CH:65]=[CH:64][C:60]([C:61](O)=[O:62])=[C:59]([O:66][CH3:67])[CH:58]=4)[CH:51]=3)=[CH:41][CH:40]=2)[CH:35]=1)([CH3:29])([CH3:28])[CH3:27].[NH2:76][CH2:77][CH2:78][N+:79]1([O-:85])[CH2:84][CH2:83][O:82][CH2:81][CH2:80]1.CCN(C(C)C)C(C)C.